This data is from Catalyst prediction with 721,799 reactions and 888 catalyst types from USPTO. The task is: Predict which catalyst facilitates the given reaction. (1) Reactant: [H-].[Na+].[I-].[CH3:4][S+](C)(C)=O.[Br:9][C:10]1[CH:22]=[CH:21][C:13]([CH:14]=[CH:15][C:16]([O:18][CH2:19][CH3:20])=[O:17])=[CH:12][CH:11]=1.[Na+].[Cl-]. Product: [Br:9][C:10]1[CH:11]=[CH:12][C:13]([C@@H:14]2[CH2:4][C@H:15]2[C:16]([O:18][CH2:19][CH3:20])=[O:17])=[CH:21][CH:22]=1. The catalyst class is: 16. (2) Reactant: C(OC([N:8]1[CH2:13][CH2:12][CH:11]([N:14]2[C:18]3[CH:19]=[CH:20][C:21]([C:23]#[N:24])=[CH:22][C:17]=3[N:16]=[CH:15]2)[CH2:10][CH2:9]1)=O)(C)(C)C. Product: [NH:8]1[CH2:9][CH2:10][CH:11]([N:14]2[C:18]3[CH:19]=[CH:20][C:21]([C:23]#[N:24])=[CH:22][C:17]=3[N:16]=[CH:15]2)[CH2:12][CH2:13]1. The catalyst class is: 2. (3) Reactant: [CH3:1][O:2][C:3](=[O:20])[C:4]1[CH:9]=[CH:8][C:7]([CH3:10])=[C:6]([N:11]2[C:16](=[O:17])[CH:15]=[C:14]([OH:18])[N:13]=[C:12]2[CH3:19])[CH:5]=1.Br[CH2:22][C:23]1[CH:28]=[CH:27][CH:26]=[C:25]([CH3:29])[N:24]=1.C(=O)([O-])[O-].[K+].[K+].C1OCCOCCOCCOCCOCCOC1. Product: [CH3:1][O:2][C:3](=[O:20])[C:4]1[CH:9]=[CH:8][C:7]([CH3:10])=[C:6]([N:11]2[C:16](=[O:17])[CH:15]=[C:14]([O:18][CH2:22][C:23]3[CH:28]=[CH:27][CH:26]=[C:25]([CH3:29])[N:24]=3)[N:13]=[C:12]2[CH3:19])[CH:5]=1. The catalyst class is: 9. (4) Reactant: [CH3:1][O:2][C:3]1[CH:4]=[C:5]2[C:10](=[CH:11][C:12]=1[O:13][CH3:14])[N:9]=[CH:8][CH:7]=[C:6]2[O:15][C:16]1[C:22]([CH3:23])=[CH:21][C:19]([NH2:20])=[C:18]([CH3:24])[CH:17]=1.[CH3:25][O:26][C:27]1[CH:32]=[CH:31][C:30]([N:33]=[C:34]=[O:35])=[CH:29][CH:28]=1. Product: [CH3:1][O:2][C:3]1[CH:4]=[C:5]2[C:10](=[CH:11][C:12]=1[O:13][CH3:14])[N:9]=[CH:8][CH:7]=[C:6]2[O:15][C:16]1[C:22]([CH3:23])=[CH:21][C:19]([NH:20][C:34]([NH:33][C:30]2[CH:31]=[CH:32][C:27]([O:26][CH3:25])=[CH:28][CH:29]=2)=[O:35])=[C:18]([CH3:24])[CH:17]=1. The catalyst class is: 22. (5) Reactant: [C:1]([C:3]1[CH:8]=[C:7]([CH2:9][CH2:10][C:11]([O:13][C:14]([CH3:17])([CH3:16])[CH3:15])=[O:12])[CH:6]=[C:5]([S:18][CH3:19])[N:4]=1)#[N:2].[C:20](OC)(=[O:28])[C:21]1[C:22](=[CH:24][CH:25]=[CH:26][CH:27]=1)[SH:23].C(N(CC)CC)C. Product: [CH3:19][S:18][C:5]1[CH:6]=[C:7]([CH2:9][CH2:10][C:11]([O:13][C:14]([CH3:16])([CH3:15])[CH3:17])=[O:12])[CH:8]=[C:3]([C:1]2[S:23][C:22]3[CH:24]=[CH:25][CH:26]=[CH:27][C:21]=3[C:20](=[O:28])[N:2]=2)[N:4]=1. The catalyst class is: 11.